From a dataset of Peptide-MHC class II binding affinity with 134,281 pairs from IEDB. Regression. Given a peptide amino acid sequence and an MHC pseudo amino acid sequence, predict their binding affinity value. This is MHC class II binding data. The peptide sequence is SQVHIRRPGGAGRDG. The MHC is DRB1_0405 with pseudo-sequence DRB1_0405. The binding affinity (normalized) is 0.